Dataset: Forward reaction prediction with 1.9M reactions from USPTO patents (1976-2016). Task: Predict the product of the given reaction. (1) Given the reactants [OH:1][C:2]1[CH:19]=[CH:18][C:5]2[CH2:6][CH2:7][N:8](C(OC(C)(C)C)=O)[CH2:9][CH2:10][C:4]=2[CH:3]=1.[F:20][C:21]([F:26])([F:25])[C:22]([OH:24])=[O:23], predict the reaction product. The product is: [F:20][C:21]([F:26])([F:25])[C:22]([OH:24])=[O:23].[CH2:6]1[C:5]2[CH:18]=[CH:19][C:2]([OH:1])=[CH:3][C:4]=2[CH2:10][CH2:9][NH:8][CH2:7]1. (2) Given the reactants [OH-].[Na+].[F:3][C:4]1[CH:35]=[CH:34][C:7]([CH2:8][N:9]2[C:17]3[C:12](=[CH:13][CH:14]=[CH:15][CH:16]=3)[C:11]3[CH2:18][C:19]([CH3:33])([C:29]([O:31]C)=[O:30])[N:20]([C:22]([O:24][C:25]([CH3:28])([CH3:27])[CH3:26])=[O:23])[CH2:21][C:10]2=3)=[CH:6][CH:5]=1, predict the reaction product. The product is: [C:25]([O:24][C:22]([N:20]1[C:19]([CH3:33])([C:29]([OH:31])=[O:30])[CH2:18][C:11]2[C:12]3[C:17](=[CH:16][CH:15]=[CH:14][CH:13]=3)[N:9]([CH2:8][C:7]3[CH:34]=[CH:35][C:4]([F:3])=[CH:5][CH:6]=3)[C:10]=2[CH2:21]1)=[O:23])([CH3:26])([CH3:27])[CH3:28]. (3) The product is: [CH:2]1([C:1]2([OH:10])[CH2:5][CH2:4][CH2:3][CH2:2]2)[CH2:1][CH2:5][CH2:4][CH2:3]1. Given the reactants [CH:1]1[CH2:5][CH:4]=[CH:3][CH:2]=1.[H][H].BrBr.[OH-:10].[Na+].OO, predict the reaction product. (4) Given the reactants C([O:3][C:4](=[O:34])[CH2:5][O:6][C:7]1[CH:12]=[CH:11][C:10]([O:13][CH2:14][C:15]2[S:16][C:17]([C:27]3[CH:32]=[CH:31][CH:30]=[CH:29][CH:28]=3)=[C:18]([C:20]3[CH:25]=[CH:24][C:23]([Br:26])=[CH:22][CH:21]=3)[N:19]=2)=[CH:9][C:8]=1[CH3:33])C.O.[OH-].[Li+], predict the reaction product. The product is: [Br:26][C:23]1[CH:24]=[CH:25][C:20]([C:18]2[N:19]=[C:15]([CH2:14][O:13][C:10]3[CH:11]=[CH:12][C:7]([O:6][CH2:5][C:4]([OH:34])=[O:3])=[C:8]([CH3:33])[CH:9]=3)[S:16][C:17]=2[C:27]2[CH:28]=[CH:29][CH:30]=[CH:31][CH:32]=2)=[CH:21][CH:22]=1. (5) Given the reactants [CH3:1][O:2][C:3]([C:5]1[CH:10]=[CH:9][CH:8]=[C:7]([CH2:11]Br)[N:6]=1)=[O:4].[I:13][C:14]1[CH:19]=[CH:18][C:17]([OH:20])=[CH:16][CH:15]=1.C(=O)([O-])[O-].[K+].[K+].O, predict the reaction product. The product is: [CH3:1][O:2][C:3]([C:5]1[CH:10]=[CH:9][CH:8]=[C:7]([CH2:11][O:20][C:17]2[CH:18]=[CH:19][C:14]([I:13])=[CH:15][CH:16]=2)[N:6]=1)=[O:4]. (6) Given the reactants [CH2:1]([N:4]1[CH:8]=[CH:7][N:6]=[CH:5]1)[CH:2]=[CH2:3].[CH3:9][O:10][S:11](=[O:15])(=O)[O:12]C, predict the reaction product. The product is: [CH3:1][S:11]([O-:12])(=[O:15])=[O:10].[CH2:1]([N+:4]1[CH:8]=[CH:7][N:6]([CH3:9])[CH:5]=1)[CH:2]=[CH2:3]. (7) Given the reactants [CH2:1]([O:8][C@H:9]([CH2:11][CH2:12][CH2:13][CH2:14][CH2:15]CC=C)[CH3:10])[C:2]1[CH:7]=[CH:6][CH:5]=[CH:4][CH:3]=1.O.[C:20]([OH:24])([CH3:23])([CH3:22])C.S(OS([O-])=O)([O-])=[O:26].[Na+].[Na+], predict the reaction product. The product is: [CH2:1]([O:8][C@@H:9]([CH3:10])[CH2:11][CH2:12][CH2:13][CH2:14][CH2:15][CH2:22][C@@H:20]([OH:24])[CH2:23][OH:26])[C:2]1[CH:7]=[CH:6][CH:5]=[CH:4][CH:3]=1.